This data is from NCI-60 drug combinations with 297,098 pairs across 59 cell lines. The task is: Regression. Given two drug SMILES strings and cell line genomic features, predict the synergy score measuring deviation from expected non-interaction effect. Drug 1: C1=CC(=CC=C1CC(C(=O)O)N)N(CCCl)CCCl.Cl. Drug 2: CC12CCC3C(C1CCC2OP(=O)(O)O)CCC4=C3C=CC(=C4)OC(=O)N(CCCl)CCCl.[Na+]. Cell line: SF-268. Synergy scores: CSS=-4.66, Synergy_ZIP=-5.39, Synergy_Bliss=-5.19, Synergy_Loewe=-15.9, Synergy_HSA=-8.52.